From a dataset of Peptide-MHC class I binding affinity with 185,985 pairs from IEDB/IMGT. Regression. Given a peptide amino acid sequence and an MHC pseudo amino acid sequence, predict their binding affinity value. This is MHC class I binding data. (1) The peptide sequence is NMERKLNLS. The MHC is HLA-A11:01 with pseudo-sequence HLA-A11:01. The binding affinity (normalized) is 0.0847. (2) The peptide sequence is TLISLNSMY. The MHC is HLA-A11:01 with pseudo-sequence HLA-A11:01. The binding affinity (normalized) is 0.479.